The task is: Predict which catalyst facilitates the given reaction.. This data is from Catalyst prediction with 721,799 reactions and 888 catalyst types from USPTO. (1) Reactant: [C:1](=[O:4])([O-])[O-].[Na+].[Na+].[CH:7]([OH:11])(O)[CH2:8][CH3:9].[N:12]1[CH:17]=[CH:16][CH:15]=[C:14](B(O)O)[CH:13]=1.O. Product: [N:12]1[CH:17]=[CH:16][CH:15]=[C:14]([C:14]2[CH:13]=[C:8]([CH:9]=[CH:16][C:15]=2[O:4][CH3:1])[CH:7]=[O:11])[CH:13]=1. The catalyst class is: 335. (2) Reactant: C([O:5][C:6](=[O:54])[C:7]([O:10]/[N:11]=[C:12](/[C:41]1[N:42]=[C:43]([NH:46]C(OC(C)(C)C)=O)[S:44][CH:45]=1)\[C:13]([NH:15][C@@H:16]1[C:19](=[O:20])[N:18]([S:21]([OH:24])(=[O:23])=[O:22])[C@@H:17]1[CH2:25][N:26]1[CH:30]=[C:29]([CH2:31][CH2:32][NH:33]C(OC(C)(C)C)=O)[N:28]=[N:27]1)=[O:14])([CH3:9])[CH3:8])(C)(C)C.C(O)(C(F)(F)F)=O.C(Cl)Cl.C([SiH](CC)CC)C. Product: [NH2:33][CH2:32][CH2:31][C:29]1[N:28]=[N:27][N:26]([CH2:25][C@@H:17]2[C@H:16]([NH:15][C:13](=[O:14])/[C:12](=[N:11]\[O:10][C:7]([CH3:9])([CH3:8])[C:6]([OH:54])=[O:5])/[C:41]3[N:42]=[C:43]([NH2:46])[S:44][CH:45]=3)[C:19](=[O:20])[N:18]2[S:21]([OH:24])(=[O:22])=[O:23])[CH:30]=1. The catalyst class is: 2. (3) Reactant: C(N(CC)CC)C.[NH2:8][C:9]1[N:17]=[C:16]([F:18])[CH:15]=[CH:14][C:10]=1[C:11]([OH:13])=O.[F:19][C:20]1[CH:21]=[C:22]([O:26][C:27]2[CH:34]=[CH:33][C:30]([CH2:31][NH2:32])=[CH:29][CH:28]=2)[CH:23]=[CH:24][CH:25]=1.CN([P+](ON1N=NC2C=CC=CC1=2)(N(C)C)N(C)C)C.F[P-](F)(F)(F)(F)F. Product: [F:19][C:20]1[CH:21]=[C:22]([O:26][C:27]2[CH:34]=[CH:33][C:30]([CH2:31][NH:32][C:11](=[O:13])[C:10]3[CH:14]=[CH:15][C:16]([F:18])=[N:17][C:9]=3[NH2:8])=[CH:29][CH:28]=2)[CH:23]=[CH:24][CH:25]=1. The catalyst class is: 3. (4) Reactant: [H-].[Na+].O[CH2:4][CH:5]([CH2:37][OH:38])[CH2:6][CH2:7][C:8]1([CH2:14][CH2:15][N:16]2[CH2:21][CH2:20][CH:19]([N:22]([C:30]3[CH:35]=[CH:34][C:33]([CH3:36])=[CH:32][N:31]=3)[C:23]([C:25]3[O:26][CH:27]=[CH:28][CH:29]=3)=[O:24])[CH2:18][CH2:17]2)[CH2:13][CH2:12][CH2:11][CH2:10][CH2:9]1.[CH3:39]I.[C:41](=[O:44])([O-])O.[Na+]. Product: [CH3:39][O:38][CH2:37][CH:5]([CH2:4][O:44][CH3:41])[CH2:6][CH2:7][C:8]1([CH2:14][CH2:15][N:16]2[CH2:21][CH2:20][CH:19]([N:22]([C:30]3[CH:35]=[CH:34][C:33]([CH3:36])=[CH:32][N:31]=3)[C:23]([C:25]3[O:26][CH:27]=[CH:28][CH:29]=3)=[O:24])[CH2:18][CH2:17]2)[CH2:9][CH2:10][CH2:11][CH2:12][CH2:13]1. The catalyst class is: 9.